This data is from M1 muscarinic receptor antagonist screen with 61,756 compounds. The task is: Binary Classification. Given a drug SMILES string, predict its activity (active/inactive) in a high-throughput screening assay against a specified biological target. (1) The compound is o1c2c(nc1c1ccc(cc1)C)cc(cc2)C. The result is 0 (inactive). (2) The molecule is S(=O)(=O)(Nc1ccc(C(=O)N2CCN(CC2)c2ccc(OC)cc2)cc1)c1cc(F)ccc1. The result is 0 (inactive).